This data is from Reaction yield outcomes from USPTO patents with 853,638 reactions. The task is: Predict the reaction yield, written as a fraction of the theoretical maximum amount of product (1.0 means a 100% yield; for example, 0.34 means a 34% yield). (1) The reactants are [Cl:1][C:2]1[C:7]([C:8]([NH:10][C:11]2[CH:16]=[CH:15][C:14]([N:17]3[C:31]4[C:22](=[C:23]5[C:28](=[CH:29][CH:30]=4)[CH:27]=[N:26][CH:25]=[CH:24]5)[NH:21][C:20](=[O:32])[CH2:19][C:18]3=[O:33])=[CH:13][CH:12]=2)=[O:9])=[CH:6][CH:5]=[CH:4][N:3]=1.[BH4-].[Na+].O.C(=O)([O-])[O-].[Na+].[Na+]. The catalyst is C(O)(=O)C. The product is [Cl:1][C:2]1[C:7]([C:8]([NH:10][C:11]2[CH:12]=[CH:13][C:14]([N:17]3[C:31]4[C:22](=[C:23]5[C:28](=[CH:29][CH:30]=4)[CH2:27][NH:26][CH2:25][CH2:24]5)[NH:21][C:20](=[O:32])[CH2:19][C:18]3=[O:33])=[CH:15][CH:16]=2)=[O:9])=[CH:6][CH:5]=[CH:4][N:3]=1. The yield is 0.680. (2) The product is [C:26]1([C:32]2[C:33]3[C:38]([C:39]([C:49]4[CH:54]=[CH:53][CH:52]=[CH:51][CH:50]=4)=[C:40]4[C:45]=2[CH:44]=[C:43]([C:2]2[CH:3]=[CH:4][C:5]([C:8]5[CH:13]=[C:12]([C:14]6[CH:19]=[CH:18][CH:17]=[CH:16][CH:15]=6)[N:11]=[C:10]([C:20]6[CH:25]=[CH:24][CH:23]=[CH:22][CH:21]=6)[CH:9]=5)=[CH:6][CH:7]=2)[CH:42]=[CH:41]4)=[CH:37][CH:36]=[CH:35][CH:34]=3)[CH:31]=[CH:30][CH:29]=[CH:28][CH:27]=1. The reactants are Br[C:2]1[CH:7]=[CH:6][C:5]([C:8]2[CH:13]=[C:12]([C:14]3[CH:19]=[CH:18][CH:17]=[CH:16][CH:15]=3)[N:11]=[C:10]([C:20]3[CH:25]=[CH:24][CH:23]=[CH:22][CH:21]=3)[CH:9]=2)=[CH:4][CH:3]=1.[C:26]1([C:32]2[C:33]3[C:38]([C:39]([C:49]4[CH:54]=[CH:53][CH:52]=[CH:51][CH:50]=4)=[C:40]4[C:45]=2[CH:44]=[C:43](B(O)O)[CH:42]=[CH:41]4)=[CH:37][CH:36]=[CH:35][CH:34]=3)[CH:31]=[CH:30][CH:29]=[CH:28][CH:27]=1.C(=O)([O-])[O-].[Na+].[Na+]. The yield is 0.830. The catalyst is COCCOC.C1C=CC([P]([Pd]([P](C2C=CC=CC=2)(C2C=CC=CC=2)C2C=CC=CC=2)([P](C2C=CC=CC=2)(C2C=CC=CC=2)C2C=CC=CC=2)[P](C2C=CC=CC=2)(C2C=CC=CC=2)C2C=CC=CC=2)(C2C=CC=CC=2)C2C=CC=CC=2)=CC=1.